This data is from Reaction yield outcomes from USPTO patents with 853,638 reactions. The task is: Predict the reaction yield, written as a fraction of the theoretical maximum amount of product (1.0 means a 100% yield; for example, 0.34 means a 34% yield). (1) The reactants are [C:1]([Si:5]([O:8][CH2:9][CH2:10][CH2:11][CH2:12][CH2:13][CH2:14][CH2:15][CH2:16][CH:17]=[CH2:18])([CH3:7])[CH3:6])([CH3:4])([CH3:3])[CH3:2].[C:19]([O:23][C:24]([CH3:27])([CH3:26])[CH3:25])(=[O:22])C=C. No catalyst specified. The product is [Si:5]([O:8][CH2:9][CH2:10][CH2:11][CH2:12][CH2:13][CH2:14][CH2:15][CH2:16]/[CH:17]=[CH:18]/[C:19]([O:23][C:24]([CH3:27])([CH3:26])[CH3:25])=[O:22])([C:1]([CH3:3])([CH3:4])[CH3:2])([CH3:6])[CH3:7]. The yield is 0.950. (2) The reactants are [Cl:1][C:2]1[CH:3]=[CH:4][C:5]([CH2:8][O:9][C:10]2[CH:15]=[CH:14][N+:13]([O-])=[CH:12][CH:11]=2)=[N:6][CH:7]=1.C(N(CC)CC)C.FC(F)(F)C(OC(=O)C(F)(F)F)=[O:27]. The catalyst is C1COCC1. The product is [Cl:1][C:2]1[CH:3]=[CH:4][C:5]([CH2:8][O:9][C:10]2[CH:15]=[CH:14][NH:13][C:12](=[O:27])[CH:11]=2)=[N:6][CH:7]=1. The yield is 0.600. (3) The reactants are [NH2:1][C:2]1[CH:6]=[C:5]([C:7]([O:9][CH3:10])=[O:8])[NH:4][N:3]=1.[C:11]([O:17][CH3:18])(=[O:16])[CH2:12][C:13]([CH3:15])=O.[CH3:19]O. No catalyst specified. The product is [CH3:10][O:9][C:7]([C:5]1[CH:6]=[C:2]2[N:1]=[C:12]([C:11]([O:17][CH3:18])=[O:16])[CH:13]=[C:15]([CH3:19])[N:3]2[N:4]=1)=[O:8]. The yield is 0.620. (4) The reactants are [CH2:1]([O:3][C:4]([C:6]1([C:9]2[CH:14]=[CH:13][C:12]([C:15]3[CH:20]=[CH:19][C:18]([C:21]4[S:22][C:23]([F:29])=[CH:24][C:25]=4C(O)=O)=[CH:17][CH:16]=3)=[CH:11][CH:10]=2)[CH2:8][CH2:7]1)=[O:5])[CH3:2].C([N:32]([CH2:35]C)CC)C.C1(P(N=[N+]=[N-])(C2C=CC=CC=2)=[O:44])C=CC=CC=1.[C:54]1([C@H:60]([OH:62])[CH3:61])[CH:59]=[CH:58][CH:57]=[CH:56][CH:55]=1. The catalyst is C(OCC)(=O)C.O.C1(C)C=CC=CC=1. The product is [CH2:1]([O:3][C:4]([C:6]1([C:9]2[CH:10]=[CH:11][C:12]([C:15]3[CH:20]=[CH:19][C:18]([C:21]4[S:22][C:23]([F:29])=[CH:24][C:25]=4[NH:32][C:35]([O:62][C@@H:60]([C:54]4[CH:59]=[CH:58][CH:57]=[CH:56][CH:55]=4)[CH3:61])=[O:44])=[CH:17][CH:16]=3)=[CH:13][CH:14]=2)[CH2:7][CH2:8]1)=[O:5])[CH3:2]. The yield is 0.880.